Dataset: Experimentally validated miRNA-target interactions with 360,000+ pairs, plus equal number of negative samples. Task: Binary Classification. Given a miRNA mature sequence and a target amino acid sequence, predict their likelihood of interaction. The miRNA is hsa-miR-3915 with sequence UUGAGGAAAAGAUGGUCUUAUU. The protein sequence of the target gene is MDSDASLVSSRPSSPEPDDLFLPARSKGSSGSAFTGGTVSSSTPSDCPPELSAELRGAMGSAGAHPGDKLGGSGFKSSSSSTSSSTSSAAASSTKKDKKQMTEPELQQLRLKINSRERKRMHDLNIAMDGLREVMPYAHGPSVRKLSKIATLLLARNYILMLTNSLEEMKRLVSEIYGGHHAGFHPSACGGLAHSAPLPAATAHPAAAAHAAHHPAVHHPILPPAAAAAAAAAAAAAVSSASLPGSGLPSVGSIRPPHGLLKSPSAAAAAPLGGGGGGSGASGGFQHWGGMPCPCSMCQV.... Result: 0 (no interaction).